From a dataset of Full USPTO retrosynthesis dataset with 1.9M reactions from patents (1976-2016). Predict the reactants needed to synthesize the given product. (1) Given the product [CH3:27][O:28][C:29]([C:31]1[N:35]=[C:34]([CH2:36][N:15]2[CH2:16][CH2:17][N:12]([C:10]([O:9][C:5]([CH3:8])([CH3:6])[CH3:7])=[O:11])[CH2:13][CH2:14]2)[O:33][CH:32]=1)=[O:30], predict the reactants needed to synthesize it. The reactants are: CS(C)=O.[C:5]([O:9][C:10]([N:12]1[CH2:17][CH2:16][NH:15][CH2:14][CH2:13]1)=[O:11])([CH3:8])([CH3:7])[CH3:6].C(N(CC)C(C)C)(C)C.[CH3:27][O:28][C:29]([C:31]1[N:35]=[C:34]([CH2:36]Cl)[O:33][CH:32]=1)=[O:30]. (2) Given the product [C:12]([O:15][CH:10]1[C:5]2[N:4]=[CH:3][C:2]([Cl:1])=[CH:7][C:6]=2[CH2:8][CH2:9]1)(=[O:14])[CH3:13], predict the reactants needed to synthesize it. The reactants are: [Cl:1][C:2]1[CH:3]=[N+:4]([O-])[C:5]2[CH2:10][CH2:9][CH2:8][C:6]=2[CH:7]=1.[C:12]([O:15]C(=O)C)(=[O:14])[CH3:13]. (3) Given the product [Cl:33][C:34]1[CH:41]=[CH:40][CH:39]=[C:38]([F:42])[C:35]=1[CH2:36][N:4]1[CH2:5][CH2:6][N:1]([CH2:7][C:8]2[CH:13]=[CH:12][C:11]([CH2:14][N:15]3[CH2:16][CH2:17][N:18]([C:21]4[C:26]([C:27]([O:29][CH:30]([CH3:32])[CH3:31])=[O:28])=[CH:25][CH:24]=[CH:23][N:22]=4)[CH2:19][CH2:20]3)=[CH:10][CH:9]=2)[CH2:2][CH2:3]1, predict the reactants needed to synthesize it. The reactants are: [N:1]1([CH2:7][C:8]2[CH:13]=[CH:12][C:11]([CH2:14][N:15]3[CH2:20][CH2:19][N:18]([C:21]4[C:26]([C:27]([O:29][CH:30]([CH3:32])[CH3:31])=[O:28])=[CH:25][CH:24]=[CH:23][N:22]=4)[CH2:17][CH2:16]3)=[CH:10][CH:9]=2)[CH2:6][CH2:5][NH:4][CH2:3][CH2:2]1.[Cl:33][C:34]1[CH:41]=[CH:40][CH:39]=[C:38]([F:42])[C:35]=1[CH:36]=O.CC(O)=O.[BH-](OC(C)=O)(OC(C)=O)OC(C)=O.[Na+]. (4) Given the product [F:25][C:22]1[CH:23]=[CH:24][C:19]([C:18]2[N:14]([CH2:13][CH2:12][CH2:11][CH2:10][CH2:9][OH:8])[N:15]=[C:16]([CH3:37])[C:17]=2[C:26]2[CH:27]=[CH:28][C:29]3[O:34][CH2:33][C:32](=[O:35])[NH:31][C:30]=3[CH:36]=2)=[CH:20][CH:21]=1, predict the reactants needed to synthesize it. The reactants are: C([O:8][CH2:9][CH2:10][CH2:11][CH2:12][CH2:13][N:14]1[C:18]([C:19]2[CH:24]=[CH:23][C:22]([F:25])=[CH:21][CH:20]=2)=[C:17]([C:26]2[CH:27]=[CH:28][C:29]3[O:34][CH2:33][C:32](=[O:35])[NH:31][C:30]=3[CH:36]=2)[C:16]([CH3:37])=[N:15]1)C1C=CC=CC=1.